Dataset: Catalyst prediction with 721,799 reactions and 888 catalyst types from USPTO. Task: Predict which catalyst facilitates the given reaction. (1) Reactant: [CH3:1][N:2]1[C:10]2[CH:9]=[C:8]([C:11]3[CH:16]=[CH:15][C:14]([O:17][CH2:18][CH2:19][CH2:20][NH:21][CH3:22])=[C:13]([C:23]([F:26])([F:25])[F:24])[CH:12]=3)[N:7]=[C:6]([C:27]#[N:28])[C:5]=2[N:4]=[CH:3]1.C(N(CC)CC)C.Cl.[CH3:37][N:38]1[CH2:43][CH2:42][CH2:41][CH2:40][CH:39]1[C:44]([OH:46])=O.F[P-](F)(F)(F)(F)F.N1(OC(N(C)C)=[N+](C)C)C2C=CC=CC=2N=N1. The catalyst class is: 2. Product: [C:27]([C:6]1[C:5]2[N:4]=[CH:3][N:2]([CH3:1])[C:10]=2[CH:9]=[C:8]([C:11]2[CH:16]=[CH:15][C:14]([O:17][CH2:18][CH2:19][CH2:20][N:21]([CH3:22])[C:44]([CH:39]3[CH2:40][CH2:41][CH2:42][CH2:43][N:38]3[CH3:37])=[O:46])=[C:13]([C:23]([F:26])([F:24])[F:25])[CH:12]=2)[N:7]=1)#[N:28]. (2) Reactant: [Cl:1][C:2]1[CH:3]=[C:4]([C:9]2[CH:13]=[C:12]([C:14]([N:16]3[CH2:20][CH2:19][S:18][CH2:17]3)=[O:15])[O:11][C:10]=2[C:21]2[CH:22]=[C:23]([C:27]#[N:28])[CH:24]=[CH:25][CH:26]=2)[CH:5]=[C:6]([F:8])[CH:7]=1.ClC1C=CC=C(C(OO)=[O:37])C=1.S([O-])([O-])(=O)=S.[Na+].[Na+]. Product: [Cl:1][C:2]1[CH:3]=[C:4]([C:9]2[CH:13]=[C:12]([C:14]([N:16]3[CH2:20][CH2:19][S:18](=[O:37])[CH2:17]3)=[O:15])[O:11][C:10]=2[C:21]2[CH:22]=[C:23]([C:27]#[N:28])[CH:24]=[CH:25][CH:26]=2)[CH:5]=[C:6]([F:8])[CH:7]=1. The catalyst class is: 4.